From a dataset of Forward reaction prediction with 1.9M reactions from USPTO patents (1976-2016). Predict the product of the given reaction. (1) Given the reactants [Cl:1][C:2]1[CH:9]=[CH:8][C:5]([C:6]#N)=[C:4]([NH:10][CH:11]2[CH2:15][CH2:14][CH2:13][CH2:12]2)[CH:3]=1.S(=O)(=O)(O)[OH:17].[OH-:21].[Na+], predict the reaction product. The product is: [Cl:1][C:2]1[CH:9]=[CH:8][C:5]([C:6]([OH:17])=[O:21])=[C:4]([NH:10][CH:11]2[CH2:15][CH2:14][CH2:13][CH2:12]2)[CH:3]=1. (2) Given the reactants C[O:2][C:3]([C:5]1[C:10]([C:11](OC)=[O:12])=[CH:9][CH:8]=[CH:7][N:6]=1)=O, predict the reaction product. The product is: [OH:12][CH2:11][C:10]1[C:5]([CH2:3][OH:2])=[N:6][CH:7]=[CH:8][CH:9]=1. (3) The product is: [CH:3]1([C@H:9]([NH:14][C:15]([C:17]2[CH:22]=[CH:21][C:20]([C:23]3[CH:24]=[N:25][CH:26]=[CH:27][CH:28]=3)=[CH:19][C:18]=2[NH:29][C:30]([NH:32][C:33]2[C:34]([CH3:40])=[CH:35][CH:36]=[CH:37][C:38]=2[CH3:39])=[O:31])=[O:16])[C:10]([OH:12])=[O:11])[CH2:4][CH2:5][CH2:6][CH2:7][CH2:8]1. Given the reactants [OH-].[Li+].[CH:3]1([C@H:9]([NH:14][C:15]([C:17]2[CH:22]=[CH:21][C:20]([C:23]3[CH:24]=[N:25][CH:26]=[CH:27][CH:28]=3)=[CH:19][C:18]=2[NH:29][C:30]([NH:32][C:33]2[C:38]([CH3:39])=[CH:37][CH:36]=[CH:35][C:34]=2[CH3:40])=[O:31])=[O:16])[C:10]([O:12]C)=[O:11])[CH2:8][CH2:7][CH2:6][CH2:5][CH2:4]1.CO.O, predict the reaction product. (4) The product is: [CH3:3][O:4][C:5]1[N:10]=[CH:9][C:8]([N:11]2[CH2:26][CH2:25][C:14]3[N:15]=[CH:16][N:17]=[C:18]([O:19][C@H:20]4[CH2:24][CH2:23][N:22]([C:32]5[CH:37]=[CH:36][CH:35]=[CH:34][N:33]=5)[CH2:21]4)[C:13]=3[CH2:12]2)=[CH:7][C:6]=1[C:27]([F:30])([F:28])[F:29]. Given the reactants Cl.Cl.[CH3:3][O:4][C:5]1[N:10]=[CH:9][C:8]([N:11]2[CH2:26][CH2:25][C:14]3[N:15]=[CH:16][N:17]=[C:18]([O:19][C@H:20]4[CH2:24][CH2:23][NH:22][CH2:21]4)[C:13]=3[CH2:12]2)=[CH:7][C:6]=1[C:27]([F:30])([F:29])[F:28].Br[C:32]1[CH:37]=[CH:36][CH:35]=[CH:34][N:33]=1.C(N(CC)C(C)C)(C)C, predict the reaction product. (5) Given the reactants [Cl:1][C:2]1[C:10]([Cl:11])=[CH:9][CH:8]=[CH:7][C:3]=1[C:4]([OH:6])=O.[CH3:12][C:13]1[N:18]=[CH:17][C:16]([CH:19]([N:22]2[CH2:28][CH2:27][CH2:26][O:25][CH2:24][CH2:23]2)[CH2:20][NH2:21])=[CH:15][N:14]=1, predict the reaction product. The product is: [Cl:1][C:2]1[C:10]([Cl:11])=[CH:9][CH:8]=[CH:7][C:3]=1[C:4]([NH:21][CH2:20][CH:19]([C:16]1[CH:17]=[N:18][C:13]([CH3:12])=[N:14][CH:15]=1)[N:22]1[CH2:28][CH2:27][CH2:26][O:25][CH2:24][CH2:23]1)=[O:6].